This data is from Full USPTO retrosynthesis dataset with 1.9M reactions from patents (1976-2016). The task is: Predict the reactants needed to synthesize the given product. (1) Given the product [Cl:1][C:2]1[CH:10]=[C:9]([CH:11]([O:15][CH2:16][C:17]2([C:30]3[CH:35]=[CH:34][C:33]([F:36])=[CH:32][CH:31]=3)[CH2:22][CH2:21][N:20]([C:23]([O:25][C:26]([CH3:29])([CH3:28])[CH3:27])=[O:24])[CH2:19][CH2:18]2)[CH2:12][CH2:13][O:14][S:53]([CH3:52])(=[O:55])=[O:54])[C:8]2[C:4](=[CH:5][N:6]([CH2:37][O:38][CH2:39][CH2:40][Si:41]([CH3:42])([CH3:43])[CH3:44])[N:7]=2)[CH:3]=1, predict the reactants needed to synthesize it. The reactants are: [Cl:1][C:2]1[CH:10]=[C:9]([CH:11]([O:15][CH2:16][C:17]2([C:30]3[CH:35]=[CH:34][C:33]([F:36])=[CH:32][CH:31]=3)[CH2:22][CH2:21][N:20]([C:23]([O:25][C:26]([CH3:29])([CH3:28])[CH3:27])=[O:24])[CH2:19][CH2:18]2)[CH2:12][CH2:13][OH:14])[C:8]2[C:4](=[CH:5][N:6]([CH2:37][O:38][CH2:39][CH2:40][Si:41]([CH3:44])([CH3:43])[CH3:42])[N:7]=2)[CH:3]=1.C(N(CC)CC)C.[CH3:52][S:53](Cl)(=[O:55])=[O:54]. (2) Given the product [CH3:1][O:2][C:3]1[CH:4]=[CH:5][C:6]([N+:12]([O-:14])=[O:13])=[C:7]([CH2:8][OH:9])[CH:11]=1, predict the reactants needed to synthesize it. The reactants are: [CH3:1][O:2][C:3]1[CH:4]=[CH:5][C:6]([N+:12]([O-:14])=[O:13])=[C:7]([CH:11]=1)[C:8](O)=[O:9]. (3) Given the product [Cl:1][C:2]1[CH:3]=[CH:4][C:5]([C:8]23[NH:24][CH2:21][CH2:22][N:23]2[C:17](=[O:19])[C:11]2[N:10]([C:15](=[O:16])[CH:14]=[CH:13][CH:12]=2)[CH2:9]3)=[CH:6][CH:7]=1, predict the reactants needed to synthesize it. The reactants are: [Cl:1][C:2]1[CH:7]=[CH:6][C:5]([C:8](=O)[CH2:9][N:10]2[C:15](=[O:16])[CH:14]=[CH:13][CH:12]=[C:11]2[C:17]([OH:19])=O)=[CH:4][CH:3]=1.[CH2:21]([NH2:24])[CH2:22][NH2:23]. (4) Given the product [Br:1][C:2]1[CH:11]=[CH:10][C:5]([C:6]([O:8][CH3:9])=[O:7])=[CH:4][C:3]=1[O:12][CH2:16][C:15]([CH3:17])=[CH2:14], predict the reactants needed to synthesize it. The reactants are: [Br:1][C:2]1[CH:11]=[CH:10][C:5]([C:6]([O:8][CH3:9])=[O:7])=[CH:4][C:3]=1[OH:12].Br[CH2:14][C:15]([CH3:17])=[CH2:16].C(=O)([O-])[O-].[K+].[K+].